The task is: Binary Classification. Given a T-cell receptor sequence (or CDR3 region) and an epitope sequence, predict whether binding occurs between them.. This data is from TCR-epitope binding with 47,182 pairs between 192 epitopes and 23,139 TCRs. (1) The epitope is SEETGTLIV. The TCR CDR3 sequence is CASSEVVSTTYEQYF. Result: 0 (the TCR does not bind to the epitope). (2) The epitope is LLLGIGILV. The TCR CDR3 sequence is CASSFFGGKETQYF. Result: 0 (the TCR does not bind to the epitope). (3) The epitope is AMFWSVPTV. The TCR CDR3 sequence is CASTPGGYEQYF. Result: 0 (the TCR does not bind to the epitope). (4) The epitope is VVYRGTTTY. The TCR CDR3 sequence is CAWSAAVLGFNEQFF. Result: 0 (the TCR does not bind to the epitope). (5) The epitope is GTSGSPIINR. The TCR CDR3 sequence is CASRGADTGELFF. Result: 0 (the TCR does not bind to the epitope). (6) Result: 0 (the TCR does not bind to the epitope). The TCR CDR3 sequence is CGVGSNEQFF. The epitope is LEPLVDLPI. (7) The epitope is FIAGLIAIV. The TCR CDR3 sequence is CASSQLARGTDTQYF. Result: 0 (the TCR does not bind to the epitope). (8) The epitope is IQYIDIGNY. The TCR CDR3 sequence is CASSLEQGAYEQYF. Result: 0 (the TCR does not bind to the epitope). (9) Result: 0 (the TCR does not bind to the epitope). The TCR CDR3 sequence is CSVEEERHDEQYF. The epitope is GTITSGWTF. (10) The epitope is QIKVRVKMV. The TCR CDR3 sequence is CSGVVGRGAYNEQFF. Result: 1 (the TCR binds to the epitope).